From a dataset of Full USPTO retrosynthesis dataset with 1.9M reactions from patents (1976-2016). Predict the reactants needed to synthesize the given product. (1) Given the product [Cl:21][CH:5]([CH:1]1[CH2:4][CH2:3][CH2:2]1)[C:7]1[CH:11]=[C:10]([C:12]2[CH:17]=[CH:16][CH:15]=[CH:14][CH:13]=2)[O:9][C:8]=1[CH3:18], predict the reactants needed to synthesize it. The reactants are: [CH:1]1([CH:5]([C:7]2[CH:11]=[C:10]([C:12]3[CH:17]=[CH:16][CH:15]=[CH:14][CH:13]=3)[O:9][C:8]=2[CH3:18])O)[CH2:4][CH2:3][CH2:2]1.S(Cl)([Cl:21])=O. (2) Given the product [CH3:1][O:2][C:3]([C:5]1[CH:6]=[C:7]([C:23]2([OH:25])[CH2:24][O:21][CH2:22]2)[N:8]2[C:13]=1[C:12]([Cl:14])=[CH:11][CH:10]=[CH:9]2)=[O:4], predict the reactants needed to synthesize it. The reactants are: [CH3:1][O:2][C:3]([C:5]1[CH:6]=[C:7](I)[N:8]2[C:13]=1[C:12]([Cl:14])=[CH:11][CH:10]=[CH:9]2)=[O:4].C([Li])CCC.[O:21]1[CH2:24][C:23](=[O:25])[CH2:22]1.